Predict the product of the given reaction. From a dataset of Forward reaction prediction with 1.9M reactions from USPTO patents (1976-2016). Given the reactants Br[N:2]1[C:10]2[C:5](=[CH:6][CH:7]=[CH:8][CH:9]=2)[C:4]([CH3:11])=[C:3]1[C:12]1[C:17]([F:18])=[CH:16][CH:15]=[CH:14][C:13]=1[F:19].[CH3:20][O:21][C:22]1[N:27]=[CH:26][C:25](B(O)O)=[C:24]([CH3:31])[CH:23]=1.C(=O)([O-])[O-].[K+].[K+].O, predict the reaction product. The product is: [F:19][C:13]1[CH:14]=[CH:15][CH:16]=[C:17]([F:18])[C:12]=1[C:3]1[NH:2][C:10]2[C:5]([C:4]=1[CH3:11])=[CH:6][C:7]([C:25]1[CH:26]=[N:27][C:22]([O:21][CH3:20])=[CH:23][C:24]=1[CH3:31])=[CH:8][CH:9]=2.